This data is from Reaction yield outcomes from USPTO patents with 853,638 reactions. The task is: Predict the reaction yield, written as a fraction of the theoretical maximum amount of product (1.0 means a 100% yield; for example, 0.34 means a 34% yield). (1) The reactants are [NH2:1][C:2]1[C:7]([F:8])=[C:6](F)[N:5]=[C:4]([C:10]([O:12][CH:13]([CH3:15])[CH3:14])=[O:11])[CH:3]=1.C([O-])(O)=O.[Na+].[ClH:21]. The catalyst is CCOC(C)=O. The product is [NH2:1][C:2]1[C:7]([F:8])=[C:6]([Cl:21])[N:5]=[C:4]([C:10]([O:12][CH:13]([CH3:15])[CH3:14])=[O:11])[CH:3]=1. The yield is 0.460. (2) The reactants are [H-].[Na+].[N:3]1[CH:8]=[CH:7][C:6]([CH2:9][CH2:10][SH:11])=[CH:5][CH:4]=1.Cl[C:13]1[C:18]([C:19]([NH:21][C:22]2[CH:27]=[CH:26][C:25]([Cl:28])=[CH:24][CH:23]=2)=[O:20])=[CH:17][CH:16]=[CH:15][N:14]=1.C(OCC)(=O)C. The catalyst is CN(C)C=O. The product is [Cl:28][C:25]1[CH:26]=[CH:27][C:22]([NH:21][C:19]([C:18]2[C:13]([S:11][CH2:10][CH2:9][C:6]3[CH:7]=[CH:8][N:3]=[CH:4][CH:5]=3)=[N:14][CH:15]=[CH:16][CH:17]=2)=[O:20])=[CH:23][CH:24]=1. The yield is 0.880. (3) The reactants are [OH:1][Li].O.OO.C([C@@H]1COC(=O)N1C(=O)[C@H:20]([C@H:32]1[N:36]([C:37]([O:39][C:40]([CH3:43])([CH3:42])[CH3:41])=[O:38])[C:35]([CH3:45])([CH3:44])[CH2:34][CH2:33]1)[C:21]1[CH:26]=[CH:25][C:24]([C:27]([F:30])([F:29])[F:28])=[CH:23][C:22]=1[F:31])C1C=CC=CC=1.[O-]S([O-])=O.[Na+].[Na+].C1[CH2:57][O:56]CC1.O. The catalyst is C1COCC1. The product is [C:40]([O:39][C:37]([N:36]1[C:35]([CH3:44])([CH3:45])[CH2:34][CH2:33][C@H:32]1[C@H:20]([C:21]1[CH:26]=[CH:25][C:24]([C:27]([F:28])([F:30])[F:29])=[CH:23][C:22]=1[F:31])[C:57]([OH:56])=[O:1])=[O:38])([CH3:43])([CH3:41])[CH3:42]. The yield is 0.832.